Dataset: Forward reaction prediction with 1.9M reactions from USPTO patents (1976-2016). Task: Predict the product of the given reaction. (1) Given the reactants [CH2:1]([O:4][C:5]1[CH:6]=[C:7]([CH:11]=[CH:12][CH:13]=1)[C:8]([OH:10])=O)[CH:2]=[CH2:3].[NH:14]1[CH2:19][CH2:18][CH:17]([C:20]2[CH:21]=[C:22]([CH:32]=[CH:33][CH:34]=2)[CH2:23][NH:24][C:25](=[O:31])[O:26][C:27]([CH3:30])([CH3:29])[CH3:28])[CH2:16][CH2:15]1.CCN=C=NCCCN(C)C.C1C=CC2N(O)N=NC=2C=1.CCN(C(C)C)C(C)C, predict the reaction product. The product is: [CH2:1]([O:4][C:5]1[CH:6]=[C:7]([CH:11]=[CH:12][CH:13]=1)[C:8]([N:14]1[CH2:19][CH2:18][CH:17]([C:20]2[CH:21]=[C:22]([CH:32]=[CH:33][CH:34]=2)[CH2:23][NH:24][C:25](=[O:31])[O:26][C:27]([CH3:30])([CH3:28])[CH3:29])[CH2:16][CH2:15]1)=[O:10])[CH:2]=[CH2:3]. (2) Given the reactants [Br:1][C:2]1[CH:3]=[CH:4][C:5]([CH2:8]OS(C)(=O)=O)=[N:6][CH:7]=1.C(=O)([O-])[O-].[Cs+].[Cs+].[O:20]1[C:24]2([CH2:29][CH2:28][CH2:27][CH2:26][CH2:25]2)[CH2:23][NH:22][C:21]1=[O:30], predict the reaction product. The product is: [Br:1][C:2]1[CH:3]=[CH:4][C:5]([CH2:8][N:22]2[CH2:23][C:24]3([CH2:29][CH2:28][CH2:27][CH2:26][CH2:25]3)[O:20][C:21]2=[O:30])=[N:6][CH:7]=1. (3) The product is: [OH:38][CH2:37][C@@H:30]1[C@@H:31]([OH:36])[C@H:32]([OH:35])[C@@H:33]([OH:34])[C@H:28]([C:21]2[CH:22]=[CH:23][C:24]([CH:25]([CH3:27])[CH3:26])=[C:19]([CH2:18][C:15]3[CH:16]=[C:17]4[C:12]([CH2:11][CH2:10][CH2:9][NH:8]4)=[CH:13][CH:14]=3)[CH:20]=2)[O:29]1. Given the reactants C([N:8]1[C:17]2[C:12](=[CH:13][CH:14]=[C:15]([CH2:18][C:19]3[CH:20]=[C:21]([C@H:28]4[C@H:33]([OH:34])[C@@H:32]([OH:35])[C@H:31]([OH:36])[C@@H:30]([CH2:37][OH:38])[O:29]4)[CH:22]=[CH:23][C:24]=3[CH:25]([CH3:27])[CH3:26])[CH:16]=2)[CH2:11][CH2:10][CH2:9]1)C1C=CC=CC=1.Cl, predict the reaction product. (4) The product is: [Cl:1][C:2]1[C:3]([C:14]([O:16][CH2:17][CH3:18])=[O:15])=[C:4]([CH3:13])[N:5]([S:27]([C:21]2[CH:26]=[CH:25][CH:24]=[CH:23][CH:22]=2)(=[O:29])=[O:28])[C:6]=1[C:7]1[CH:12]=[CH:11][CH:10]=[CH:9][CH:8]=1. Given the reactants [Cl:1][C:2]1[C:3]([C:14]([O:16][CH2:17][CH3:18])=[O:15])=[C:4]([CH3:13])[NH:5][C:6]=1[C:7]1[CH:12]=[CH:11][CH:10]=[CH:9][CH:8]=1.[H-].[Na+].[C:21]1([S:27](Cl)(=[O:29])=[O:28])[CH:26]=[CH:25][CH:24]=[CH:23][CH:22]=1, predict the reaction product. (5) Given the reactants [Cl:1][C:2]1[CH:26]=[CH:25][C:5]([C:6]([NH:8][CH:9]([CH2:13][C:14]2[C:23]3[C:18](=[CH:19][CH:20]=[CH:21][CH:22]=3)[NH:17][C:16](=[O:24])[CH:15]=2)[C:10]([OH:12])=[S:11])=[O:7])=[CH:4][CH:3]=1.[CH2:27](Cl)[CH:28]1[O:32][CH2:31][CH2:30][CH2:29]1, predict the reaction product. The product is: [Cl:1][C:2]1[CH:3]=[CH:4][C:5]([C:6]([NH:8][CH:9]([CH2:13][C:14]2[C:23]3[C:18](=[CH:19][CH:20]=[CH:21][CH:22]=3)[NH:17][C:16](=[O:24])[CH:15]=2)[C:10]([S:11][CH2:27][CH:28]2[CH2:29][CH2:30][CH2:31][O:32]2)=[O:12])=[O:7])=[CH:25][CH:26]=1. (6) Given the reactants [OH:1][C:2]1[CH:3]=[C:4]([NH:17]C(=O)C)[CH:5]=[CH:6][C:7]=1[C:8]([CH3:16])([CH3:15])[CH2:9][O:10][CH2:11][CH2:12][O:13][CH3:14].Cl.C([O-])([O-])=O.[Na+].[Na+], predict the reaction product. The product is: [CH3:14][O:13][CH2:12][CH2:11][O:10][CH2:9][C:8]([C:7]1[CH:6]=[CH:5][C:4]([NH2:17])=[CH:3][C:2]=1[OH:1])([CH3:16])[CH3:15].